Dataset: NCI-60 drug combinations with 297,098 pairs across 59 cell lines. Task: Regression. Given two drug SMILES strings and cell line genomic features, predict the synergy score measuring deviation from expected non-interaction effect. Drug 1: C1=NC2=C(N1)C(=S)N=CN2. Drug 2: CC1C(C(CC(O1)OC2CC(CC3=C2C(=C4C(=C3O)C(=O)C5=CC=CC=C5C4=O)O)(C(=O)C)O)N)O. Cell line: RXF 393. Synergy scores: CSS=46.9, Synergy_ZIP=-8.47, Synergy_Bliss=-8.47, Synergy_Loewe=-6.47, Synergy_HSA=-4.74.